Dataset: Reaction yield outcomes from USPTO patents with 853,638 reactions. Task: Predict the reaction yield, written as a fraction of the theoretical maximum amount of product (1.0 means a 100% yield; for example, 0.34 means a 34% yield). The reactants are [Si]([O:8][CH2:9][C:10]1([CH2:40][O:41][Si](C(C)(C)C)(C)C)[O:14][N:13]=[C:12]([C:15]2[N:20]=[CH:19][C:18]([C:21]3[CH:26]=[CH:25][C:24]([N:27]4[CH2:31][C@H:30]([CH2:32][N:33]5[CH:37]=[CH:36][N:35]=[N:34]5)[O:29][C:28]4=[O:38])=[CH:23][C:22]=3[F:39])=[CH:17][CH:16]=2)[CH2:11]1)(C(C)(C)C)(C)C.[F-].C([N+](CCCC)(CCCC)CCCC)CCC.C(OCC)(=O)C.O. The catalyst is O1CCCC1.[Cl-].[Na+].O. The product is [OH:41][CH2:40][C:10]1([CH2:9][OH:8])[O:14][N:13]=[C:12]([C:15]2[N:20]=[CH:19][C:18]([C:21]3[CH:26]=[CH:25][C:24]([N:27]4[CH2:31][C@H:30]([CH2:32][N:33]5[CH:37]=[CH:36][N:35]=[N:34]5)[O:29][C:28]4=[O:38])=[CH:23][C:22]=3[F:39])=[CH:17][CH:16]=2)[CH2:11]1. The yield is 0.236.